Dataset: Reaction yield outcomes from USPTO patents with 853,638 reactions. Task: Predict the reaction yield, written as a fraction of the theoretical maximum amount of product (1.0 means a 100% yield; for example, 0.34 means a 34% yield). The reactants are [F:1][C:2]1([F:12])[CH2:7][N:6]2[C:8]([NH2:11])=[N:9]C[C:5]2=[N:4][CH2:3]1.Br[C:14]1[CH:15]=[C:16]([CH:24]=[CH:25][C:26]=1[F:27])[CH2:17][C:18]1[CH:23]=[CH:22][N:21]=[CH:20][CH:19]=1.[F:28][C:29]1[C:34](B(O)O)=[CH:33][CH:32]=[CH:31][N:30]=1.[C:38](=[O:41])([O-])[O-:39].[Cs+].[Cs+]. The catalyst is COCCOC.O.C(O)C. The product is [C:38]([OH:39])(=[O:41])[CH3:2].[F:1][C:2]1([F:12])[CH2:7][N:6]2[C:8]([NH2:11])=[N:9][C:17]([C:16]3[CH:24]=[CH:25][C:26]([F:27])=[C:14]([C:34]4[C:29]([F:28])=[N:30][CH:31]=[CH:32][CH:33]=4)[CH:15]=3)([C:18]3[CH:23]=[CH:22][N:21]=[CH:20][CH:19]=3)[C:5]2=[N:4][CH2:3]1. The yield is 0.820.